Dataset: Full USPTO retrosynthesis dataset with 1.9M reactions from patents (1976-2016). Task: Predict the reactants needed to synthesize the given product. (1) Given the product [Br:1][C:2]1[N:6]=[C:5]([NH:13][CH2:12][CH:9]2[CH2:11][CH2:10]2)[N:4]([CH3:8])[N:3]=1, predict the reactants needed to synthesize it. The reactants are: [Br:1][C:2]1[N:6]=[C:5](Br)[N:4]([CH3:8])[N:3]=1.[CH:9]1([CH2:12][NH2:13])[CH2:11][CH2:10]1.C(N(CC)C(C)C)(C)C.O. (2) Given the product [ClH:15].[N:1]1[CH:6]=[CH:5][C:4]([C:7]2[CH:8]=[C:9]([CH:12]=[CH:13][CH:14]=2)[CH:10]=[N:16][OH:17])=[CH:3][CH:2]=1, predict the reactants needed to synthesize it. The reactants are: [N:1]1[CH:6]=[CH:5][C:4]([C:7]2[CH:8]=[C:9]([CH:12]=[CH:13][CH:14]=2)[CH:10]=O)=[CH:3][CH:2]=1.[ClH:15].[NH2:16][OH:17]. (3) Given the product [CH2:1]([O:3][C:4]([C:6]1[C:10]([C:11]2[CH:16]=[CH:15][CH:14]=[C:13]([CH3:17])[CH:12]=2)=[CH:9][S:8][C:7]=1[N:18]1[C:22](=[O:23])[C:21]2[C:20](=[CH:28][CH:27]=[CH:26][CH:25]=2)[C:19]1=[O:24])=[O:5])[CH3:2], predict the reactants needed to synthesize it. The reactants are: [CH2:1]([O:3][C:4]([C:6]1[C:10]([C:11]2[CH:16]=[CH:15][CH:14]=[C:13]([CH3:17])[CH:12]=2)=[CH:9][S:8][C:7]=1[NH2:18])=[O:5])[CH3:2].[C:19]1(=O)[O:24][C:22](=[O:23])[C:21]2=[CH:25][CH:26]=[CH:27][CH:28]=[C:20]12. (4) Given the product [NH3:3].[CH3:25][N:26]1[CH2:31][CH2:30][CH:29]([O:32][C:33]2[CH:38]=[CH:37][C:36]([C:2]3[C:10]4[C:5](=[CH:6][CH:7]=[C:8]([NH:11][C:12](=[O:24])[CH:13]([N:19]5[CH2:23][CH2:22][CH2:21][CH2:20]5)[C:14]5[S:15][CH:16]=[CH:17][CH:18]=5)[CH:9]=4)[NH:4][N:3]=3)=[CH:35][CH:34]=2)[CH2:28][CH2:27]1, predict the reactants needed to synthesize it. The reactants are: I[C:2]1[C:10]2[C:5](=[CH:6][CH:7]=[C:8]([NH:11][C:12](=[O:24])[CH:13]([N:19]3[CH2:23][CH2:22][CH2:21][CH2:20]3)[C:14]3[S:15][CH:16]=[CH:17][CH:18]=3)[CH:9]=2)[NH:4][N:3]=1.[CH3:25][N:26]1[CH2:31][CH2:30][CH:29]([O:32][C:33]2[CH:38]=[CH:37][C:36](B3OC(C)(C)C(C)(C)O3)=[CH:35][CH:34]=2)[CH2:28][CH2:27]1.C([O-])([O-])=O.[Na+].[Na+]. (5) Given the product [NH:8]1[C:3]2=[N:4][CH:5]=[CH:6][CH:7]=[C:2]2[CH:12]=[C:10]1[C:9]([OH:14])=[O:13], predict the reactants needed to synthesize it. The reactants are: Br[C:2]1[C:3]([NH2:8])=[N:4][CH:5]=[CH:6][CH:7]=1.[C:9]([OH:14])(=[O:13])[C:10]([CH3:12])=O.P([O-])([O-])([O-])=O.[K+].[K+].[K+].S([O-])([O-])(=O)=O.[Mg+2]. (6) Given the product [CH3:22][N:17]([C:12]1[CH:13]=[CH:14][CH:15]=[CH:16][C:11]=1[C:10]1[N:4]2[C:5]([CH:6]=[N:7][C:2]([NH:40][C:35]3[CH:36]=[CH:37][C:38]4[C:33]([CH:34]=3)=[N:32][N:31]([CH2:30][CH2:29][N:23]3[CH2:28][CH2:27][O:26][CH2:25][CH2:24]3)[CH:39]=4)=[N:3]2)=[CH:8][CH:9]=1)[S:18]([CH3:21])(=[O:20])=[O:19], predict the reactants needed to synthesize it. The reactants are: O[C:2]1[N:7]=[CH:6][C:5]2=[CH:8][CH:9]=[C:10]([C:11]3[CH:16]=[CH:15][CH:14]=[CH:13][C:12]=3[N:17]([CH3:22])[S:18]([CH3:21])(=[O:20])=[O:19])[N:4]2[N:3]=1.[N:23]1([CH2:29][CH2:30][N:31]2[CH:39]=[C:38]3[C:33]([CH:34]=[C:35]([NH2:40])[CH:36]=[CH:37]3)=[N:32]2)[CH2:28][CH2:27][O:26][CH2:25][CH2:24]1.N1(CCN2C=C3C(C=CC(N)=C3)=N2)CCOCC1. (7) Given the product [F:1][C:2]1[C:7]([O:8][CH3:9])=[CH:6][C:5]([O:10][CH3:11])=[C:4]([F:12])[C:3]=1[N:13]1[CH2:14][C:15]2[C:16](=[N:17][C:18]([S:21][CH3:22])=[N:19][CH:20]=2)[N:23]([CH2:24][CH3:25])[C:28]1=[O:29], predict the reactants needed to synthesize it. The reactants are: [F:1][C:2]1[C:7]([O:8][CH3:9])=[CH:6][C:5]([O:10][CH3:11])=[C:4]([F:12])[C:3]=1[NH:13][CH2:14][C:15]1[C:16]([NH:23][CH2:24][CH3:25])=[N:17][C:18]([S:21][CH3:22])=[N:19][CH:20]=1.[H-].[Na+].[C:28](N1C=CN=C1)(N1C=CN=C1)=[O:29]. (8) Given the product [CH2:6]([C:8]([C:11]1[CH:16]=[CH:15][C:14]([C:17]#[C:18][C:31]2([OH:34])[CH2:32][CH2:33][O:28][CH2:29][CH2:30]2)=[C:13]([CH3:19])[CH:12]=1)([C:20]1[CH:25]=[CH:24][C:23]([OH:26])=[C:22]([CH3:27])[CH:21]=1)[CH2:9][CH3:10])[CH3:7], predict the reactants needed to synthesize it. The reactants are: C([Li])CCC.[CH2:6]([C:8]([C:20]1[CH:25]=[CH:24][C:23]([OH:26])=[C:22]([CH3:27])[CH:21]=1)([C:11]1[CH:16]=[CH:15][C:14]([C:17]#[CH:18])=[C:13]([CH3:19])[CH:12]=1)[CH2:9][CH3:10])[CH3:7].[O:28]1[CH2:33][CH2:32][C:31](=[O:34])[CH2:30][CH2:29]1.[Cl-].[NH4+].